This data is from Full USPTO retrosynthesis dataset with 1.9M reactions from patents (1976-2016). The task is: Predict the reactants needed to synthesize the given product. The reactants are: [OH-].[Na+].C([O:5][C:6](=[O:13])[CH2:7][NH:8][CH:9]([CH2:11][CH3:12])[CH3:10])C.[CH:14]1[C:26]2[CH:25]([CH2:27][O:28][C:29](Cl)=[O:30])[C:24]3[C:19](=[CH:20][CH:21]=[CH:22][CH:23]=3)[C:18]=2[CH:17]=[CH:16][CH:15]=1.C(N(CC)CC)C. Given the product [CH:14]1[C:26]2[CH:25]([CH2:27][O:28][C:29]([N:8]([CH:9]([CH2:11][CH3:12])[CH3:10])[CH2:7][C:6]([OH:5])=[O:13])=[O:30])[C:24]3[C:19](=[CH:20][CH:21]=[CH:22][CH:23]=3)[C:18]=2[CH:17]=[CH:16][CH:15]=1, predict the reactants needed to synthesize it.